From a dataset of Peptide-MHC class II binding affinity with 134,281 pairs from IEDB. Regression. Given a peptide amino acid sequence and an MHC pseudo amino acid sequence, predict their binding affinity value. This is MHC class II binding data. (1) The peptide sequence is NVYQRGTHPFSRIRD. The MHC is DRB4_0103 with pseudo-sequence DRB4_0103. The binding affinity (normalized) is 0.770. (2) The peptide sequence is GMTGCGNTPIFKSGR. The MHC is HLA-DQA10201-DQB10202 with pseudo-sequence HLA-DQA10201-DQB10202. The binding affinity (normalized) is 0.